Dataset: Catalyst prediction with 721,799 reactions and 888 catalyst types from USPTO. Task: Predict which catalyst facilitates the given reaction. (1) Reactant: [OH-].[Na+].C[C@H:4]([NH:13][CH3:14])[C@@H:5](O)[C:6]1[CH:7]=[CH:8]C=CC=1.[C:15](=[O:18])(O)[O-:16].[Na+].[CH:20]1[C:32]2[CH:31]([CH2:33][O:34]Cl)[C:30]3[C:25](=[CH:26][CH:27]=[CH:28][CH:29]=3)[C:24]=2[CH:23]=[CH:22][CH:21]=1.[O:36]1CCOC[CH2:37]1. Product: [C:37]([N:13]([CH:4]=[CH:5][CH2:6][CH2:7][CH3:8])[CH2:14][C:15]([OH:16])=[O:18])([O:34][CH2:33][CH:31]1[C:30]2[C:25](=[CH:26][CH:27]=[CH:28][CH:29]=2)[C:24]2[C:32]1=[CH:20][CH:21]=[CH:22][CH:23]=2)=[O:36]. The catalyst class is: 6. (2) Reactant: [CH:1]([O:4][C:5]1[CH:6]=[C:7]([CH:12]=[C:13]([O:15][C@@H:16]([CH3:24])[CH2:17][C:18]2[CH:23]=[CH:22][CH:21]=[CH:20][CH:19]=2)[CH:14]=1)[C:8]([O:10]C)=[O:9])([CH3:3])[CH3:2].[OH-].[Na+].Cl. Product: [CH:1]([O:4][C:5]1[CH:6]=[C:7]([CH:12]=[C:13]([O:15][C@@H:16]([CH3:24])[CH2:17][C:18]2[CH:23]=[CH:22][CH:21]=[CH:20][CH:19]=2)[CH:14]=1)[C:8]([OH:10])=[O:9])([CH3:3])[CH3:2]. The catalyst class is: 5. (3) Reactant: [Cl:1][C:2]1[CH:16]=[CH:15][C:5]2[N:6]=[C:7]([N:9]3[CH2:13][CH2:12][CH:11]([NH2:14])[CH2:10]3)[S:8][C:4]=2[CH:3]=1.[CH3:17][O:18][C:19](=[O:31])[CH2:20][C:21]1[CH:26]=[CH:25][CH:24]=[C:23]([O:27][CH2:28][CH2:29]Br)[CH:22]=1.C(=O)([O-])[O-].[K+].[K+]. Product: [CH3:17][O:18][C:19](=[O:31])[CH2:20][C:21]1[CH:26]=[CH:25][CH:24]=[C:23]([O:27][CH2:28][CH2:29][NH:14][CH:11]2[CH2:12][CH2:13][N:9]([C:7]3[S:8][C:4]4[CH:3]=[C:2]([Cl:1])[CH:16]=[CH:15][C:5]=4[N:6]=3)[CH2:10]2)[CH:22]=1. The catalyst class is: 6. (4) Reactant: [NH2:1][C:2]1[CH:7]=[CH:6][CH:5]=[CH:4][C:3]=1[C:8]([C:10]1[CH:15]=[CH:14][C:13]([Cl:16])=[CH:12][CH:11]=1)=[O:9].C1C(=O)N([Br:24])C(=O)C1. Product: [NH2:1][C:2]1[CH:7]=[CH:6][C:5]([Br:24])=[CH:4][C:3]=1[C:8]([C:10]1[CH:15]=[CH:14][C:13]([Cl:16])=[CH:12][CH:11]=1)=[O:9]. The catalyst class is: 2.